Dataset: Forward reaction prediction with 1.9M reactions from USPTO patents (1976-2016). Task: Predict the product of the given reaction. Given the reactants [Cl:1][C:2]1[CH:21]=[C:20]([N+:22]([O-:24])=[O:23])[CH:19]=[C:18]([Cl:25])[C:3]=1[O:4][C:5]1[C:6](C(O)=O)=[N:7][C:8]2[C:13]([CH:14]=1)=[CH:12][CH:11]=[CH:10][CH:9]=2.C[C:27]([OH:29])=[O:28].[CH2:30]1COCC1, predict the reaction product. The product is: [CH3:30][O:29][C:27]([C:11]1[CH:12]=[C:13]2[C:8](=[CH:9][CH:10]=1)[N:7]=[CH:6][C:5]([O:4][C:3]1[C:2]([Cl:1])=[CH:21][C:20]([N+:22]([O-:24])=[O:23])=[CH:19][C:18]=1[Cl:25])=[CH:14]2)=[O:28].